From a dataset of Catalyst prediction with 721,799 reactions and 888 catalyst types from USPTO. Predict which catalyst facilitates the given reaction. (1) Reactant: [F:1][C:2]([CH3:16])([CH3:15])[C:3](=O)[CH2:4][C:5]([C:7]1[CH:12]=[CH:11][C:10]([F:13])=[CH:9][CH:8]=1)=[O:6].CC1C=CC(S(OI(O)C2C=CC=CC=2)(=O)=O)=CC=1.[NH2:36][C:37]([NH2:39])=[S:38]. Product: [NH2:39][C:37]1[S:38][C:4]([C:5]([C:7]2[CH:12]=[CH:11][C:10]([F:13])=[CH:9][CH:8]=2)=[O:6])=[C:3]([C:2]([F:1])([CH3:16])[CH3:15])[N:36]=1. The catalyst class is: 23. (2) Reactant: [OH:1][CH:2]1[C:6]2[C:7]([N+:11]([O-])=O)=[CH:8][CH:9]=[CH:10][C:5]=2[C:4](=[O:14])[O:3]1.[H][H]. Product: [NH2:11][C:7]1[C:6]2[CH:2]([OH:1])[O:3][C:4](=[O:14])[C:5]=2[CH:10]=[CH:9][CH:8]=1. The catalyst class is: 29. (3) Reactant: ClC1C=C[C:5]([C:6]([NH:8][OH:9])=[NH:7])=CC=1.[N:12]1[CH:17]=[CH:16][CH:15]=[N:14]C=1C#N.Cl.NO.C(=O)([O-])[O-].[Na+].[Na+]. Product: [OH:9][NH:8][C:6]([C:5]1[N:14]=[CH:15][CH:16]=[CH:17][N:12]=1)=[NH:7]. The catalyst class is: 6. (4) Reactant: [CH:1]1([NH:6][C:7](=[O:35])[C@H:8]([NH:13][CH2:14][C:15]2[CH:20]=[CH:19][N:18]=[C:17]3[N:21](C(OC(C)(C)C)=O)[CH:22]=[C:23]([C:24]([O:26]C)=[O:25])[C:16]=23)[C@H:9]([CH3:12])[CH2:10][CH3:11])[CH2:5][CH2:4][CH2:3][CH2:2]1.[OH-].[Na+]. Product: [CH:1]1([NH:6][C:7](=[O:35])[C@H:8]([NH:13][CH2:14][C:15]2[CH:20]=[CH:19][N:18]=[C:17]3[NH:21][CH:22]=[C:23]([C:24]([OH:26])=[O:25])[C:16]=23)[C@H:9]([CH3:12])[CH2:10][CH3:11])[CH2:5][CH2:4][CH2:3][CH2:2]1. The catalyst class is: 5. (5) Reactant: [F:1][C:2]1[CH:25]=[C:24]([F:26])[CH:23]=[CH:22][C:3]=1[O:4][C:5]1[CH:6]=[C:7]2[C:11](=[CH:12][C:13]=1[C:14]([OH:16])=O)[N:10]([CH2:17][C:18]([F:21])([CH3:20])[CH3:19])[N:9]=[CH:8]2.C1C=C2N=NN(O)C2=CC=1.O.C1C=CC2N(O)N=NC=2C=1.[NH2:48][C@H:49]1[CH2:53][CH2:52][NH:51][C:50]1=[O:54].C(Cl)CCl. Product: [F:1][C:2]1[CH:25]=[C:24]([F:26])[CH:23]=[CH:22][C:3]=1[O:4][C:5]1[CH:6]=[C:7]2[C:11](=[CH:12][C:13]=1[C:14]([NH:48][C@H:49]1[CH2:53][CH2:52][NH:51][C:50]1=[O:54])=[O:16])[N:10]([CH2:17][C:18]([F:21])([CH3:20])[CH3:19])[N:9]=[CH:8]2. The catalyst class is: 59.